Dataset: Reaction yield outcomes from USPTO patents with 853,638 reactions. Task: Predict the reaction yield, written as a fraction of the theoretical maximum amount of product (1.0 means a 100% yield; for example, 0.34 means a 34% yield). (1) The reactants are [Br:1][C:2]1[CH:3]=[C:4]([CH:12]([CH2:18][CH:19]([CH3:21])[CH3:20])[C:13]([O:15][CH2:16][CH3:17])=[O:14])[CH:5]=[C:6]([N+:9]([O-])=O)[C:7]=1[OH:8]. The yield is 0.720. The catalyst is CO.[OH-].[OH-].[Pd+2]. The product is [NH2:9][C:6]1[CH:5]=[C:4]([CH:12]([CH2:18][CH:19]([CH3:20])[CH3:21])[C:13]([O:15][CH2:16][CH3:17])=[O:14])[CH:3]=[C:2]([Br:1])[C:7]=1[OH:8]. (2) The product is [Br:19][CH2:1][C:2]1[CH:3]=[C:4]2[C:9](=[CH:10][CH:11]=1)[O:8][CH2:7][CH2:6][C:5]2=[O:12]. The catalyst is ClC1C=CC=CC=1. The yield is 0.730. The reactants are [CH3:1][C:2]1[CH:3]=[C:4]2[C:9](=[CH:10][CH:11]=1)[O:8][CH2:7][CH2:6][C:5]2=[O:12].CC1(C)N([Br:19])C(=O)N(Br)C1=O.N(C(C)(C)C#N)=NC(C)(C)C#N. (3) The reactants are [Br:1][C:2]1[CH:7]=[CH:6][C:5]([OH:8])=[C:4]([CH:9]2[CH2:13][CH2:12][CH2:11][CH2:10]2)[CH:3]=1.C(N(CC)CC)C.Cl[C:22]([O:24][CH3:25])=[O:23]. The catalyst is CN(C1C=CN=CC=1)C.ClCCl. The product is [C:22](=[O:23])([O:24][CH3:25])[O:8][C:5]1[CH:6]=[CH:7][C:2]([Br:1])=[CH:3][C:4]=1[CH:9]1[CH2:13][CH2:12][CH2:11][CH2:10]1. The yield is 0.850. (4) The reactants are [CH2:1]([O:8][C:9]1[CH:18]=[C:17]2[C:12]([CH:13]=[CH:14][CH:15]=[C:16]2I)=[CH:11][CH:10]=1)[C:2]1[CH:7]=[CH:6][CH:5]=[CH:4][CH:3]=1.C([Li])(C)(C)C.CCCCC.CN(C)CCN(C)C.CN(C)[CH:40]=[O:41]. The catalyst is CCOCC.C(OCC)(=O)C. The product is [CH2:1]([O:8][C:9]1[CH:18]=[C:17]2[C:12]([CH:13]=[CH:14][CH:15]=[C:16]2[CH:40]=[O:41])=[CH:11][CH:10]=1)[C:2]1[CH:7]=[CH:6][CH:5]=[CH:4][CH:3]=1. The yield is 0.583. (5) The reactants are [CH3:1][C:2]([C:9]([OH:11])=[O:10])([CH2:4][CH2:5][C:6]([OH:8])=[O:7])[NH2:3].Cl[C:13]([O:15][CH2:16][C:17]1[CH:22]=[CH:21][CH:20]=[CH:19][CH:18]=1)=[O:14]. The catalyst is [OH-].[Na+]. The product is [CH2:16]([O:15][C:13]([NH:3][C@:2]([CH3:1])([C:9]([OH:11])=[O:10])[CH2:4][CH2:5][C:6]([OH:8])=[O:7])=[O:14])[C:17]1[CH:22]=[CH:21][CH:20]=[CH:19][CH:18]=1. The yield is 0.830. (6) The reactants are C[O:2][C:3](=[O:22])[CH:4]([C:11]1[CH:16]=[CH:15][C:14]([S:17]([CH3:20])(=[O:19])=[O:18])=[C:13]([Cl:21])[CH:12]=1)[CH2:5][CH:6]1[CH2:10][CH2:9][CH2:8][CH2:7]1.C(OC(=O)C(C1C=CC(S(C)(=O)=O)=C(Cl)C=1)CC1CCCC1)C.[OH-].[K+]. The catalyst is C(O)C.O. The product is [Cl:21][C:13]1[CH:12]=[C:11]([CH:4]([CH2:5][CH:6]2[CH2:10][CH2:9][CH2:8][CH2:7]2)[C:3]([OH:22])=[O:2])[CH:16]=[CH:15][C:14]=1[S:17]([CH3:20])(=[O:19])=[O:18]. The yield is 0.820.